From a dataset of Forward reaction prediction with 1.9M reactions from USPTO patents (1976-2016). Predict the product of the given reaction. (1) Given the reactants [OH:1][C:2]1[C:3]([CH3:22])=[C:4]2[C:9](=[C:10]([CH3:13])[C:11]=1[CH3:12])[O:8][C:7]([CH3:21])([C:14]([NH:16][CH2:17][CH2:18][CH2:19][OH:20])=[O:15])[CH2:6][CH2:5]2.[O:23]=[N+]([O-])[O-].[O-][N+](=O)[O-].[O-][N+](=O)[O-].[O-][N+](=O)[O-].[O-][N+](=O)[O-].[O-][N+](=O)[O-].[Ce+4].[NH4+].[NH4+], predict the reaction product. The product is: [OH:23][C:7]([CH3:21])([CH2:6][CH2:5][C:4]1[C:9](=[O:8])[C:10]([CH3:13])=[C:11]([CH3:12])[C:2](=[O:1])[C:3]=1[CH3:22])[C:14]([NH:16][CH2:17][CH2:18][CH2:19][OH:20])=[O:15]. (2) Given the reactants Cl.Cl.[CH2:3]([C:7]1[N:8]=[N:9][C:10]([O:30][CH:31]2[CH2:36][CH2:35][NH:34][CH2:33][CH2:32]2)=[C:11]([C:26]([F:29])([F:28])[F:27])[C:12]=1[C:13]1[CH:18]=[CH:17][C:16]([O:19][CH:20]2[CH2:25][CH2:24][CH2:23][CH2:22][CH2:21]2)=[CH:15][CH:14]=1)[CH2:4][CH2:5][CH3:6].C=O.[C:39](O[BH-](OC(=O)C)OC(=O)C)(=O)C, predict the reaction product. The product is: [CH2:3]([C:7]1[N:8]=[N:9][C:10]([O:30][CH:31]2[CH2:36][CH2:35][N:34]([CH3:39])[CH2:33][CH2:32]2)=[C:11]([C:26]([F:28])([F:27])[F:29])[C:12]=1[C:13]1[CH:14]=[CH:15][C:16]([O:19][CH:20]2[CH2:21][CH2:22][CH2:23][CH2:24][CH2:25]2)=[CH:17][CH:18]=1)[CH2:4][CH2:5][CH3:6]. (3) Given the reactants C(N(CC)CC)C.[N:8]([C:11]1[CH:18]=[CH:17][C:14]([C:15]#[N:16])=[C:13]([C:19]([F:22])([F:21])[F:20])[CH:12]=1)=[C:9]=[S:10].[C:23]([O:27][C:28](=[O:42])[NH:29][C:30]1[CH:35]=[CH:34][C:33]([NH:36][C:37]([C:40]#[N:41])([CH3:39])[CH3:38])=[CH:32][CH:31]=1)([CH3:26])([CH3:25])[CH3:24].C(OCC)C.CC(C)=O, predict the reaction product. The product is: [C:23]([O:27][C:28](=[O:42])[NH:29][C:30]1[CH:35]=[CH:34][C:33]([N:36]2[C:37]([CH3:39])([CH3:38])[C:40](=[NH:41])[N:8]([C:11]3[CH:18]=[CH:17][C:14]([C:15]#[N:16])=[C:13]([C:19]([F:20])([F:22])[F:21])[CH:12]=3)[C:9]2=[S:10])=[CH:32][CH:31]=1)([CH3:26])([CH3:24])[CH3:25]. (4) Given the reactants O[CH2:2][C:3]([C:5]1[CH:10]=[CH:9][CH:8]=[CH:7][CH:6]=1)=[O:4].[Br:11][C:12]1[C:13]([O:22][CH3:23])=[CH:14][C:15]([O:20][CH3:21])=[C:16]([CH:19]=1)[CH:17]=O.[OH-:24].[K+], predict the reaction product. The product is: [Br:11][C:12]1[C:13]([O:22][CH3:23])=[CH:14][C:15]([O:20][CH3:21])=[C:16](/[CH:17]=[CH:2]/[C:3]([C:5]2[CH:6]=[CH:7][CH:8]=[CH:9][C:10]=2[OH:24])=[O:4])[CH:19]=1. (5) Given the reactants S(Cl)([Cl:3])=O.[Cl:5][S:6]([C:9]1[CH:10]=[C:11]([CH:15]=[C:16]([F:18])[CH:17]=1)[C:12](O)=[O:13])(=[O:8])=[O:7], predict the reaction product. The product is: [Cl:5][S:6]([C:9]1[CH:10]=[C:11]([CH:15]=[C:16]([F:18])[CH:17]=1)[C:12]([Cl:3])=[O:13])(=[O:8])=[O:7]. (6) The product is: [C:1]([C:4]1[CH:5]=[C:6]([C:9]([NH:11][C@@H:12]([CH3:28])[CH2:13][N:14]2[CH:18]=[CH:17][C:16]([C:19]3[CH:24]=[CH:23][C:22]([C:25]#[N:26])=[C:21]([S:35][CH3:34])[CH:20]=3)=[N:15]2)=[O:10])[NH:7][N:8]=1)(=[O:3])[CH3:2]. Given the reactants [C:1]([C:4]1[NH:8][N:7]=[C:6]([C:9]([NH:11][C@@H:12]([CH3:28])[CH2:13][N:14]2[CH:18]=[CH:17][C:16]([C:19]3[CH:24]=[CH:23][C:22]([C:25]#[N:26])=[C:21](Cl)[CH:20]=3)=[N:15]2)=[O:10])[CH:5]=1)(=[O:3])[CH3:2].CN(C=O)C.[CH3:34][S-:35].[Na+], predict the reaction product.